From a dataset of Forward reaction prediction with 1.9M reactions from USPTO patents (1976-2016). Predict the product of the given reaction. (1) Given the reactants [CH3:1][S:2]([C:4]1[CH:9]=[CH:8][C:7]([C:10]2[C:14]3[CH:15]=[C:16]([C:19]4[O:23][C:22]([SH:24])=[N:21][N:20]=4)[CH:17]=[CH:18][C:13]=3[O:12][CH:11]=2)=[CH:6][CH:5]=1)=[O:3].[Cl:25][C:26]1[CH:27]=[C:28]([CH:31]=[CH:32][CH:33]=1)[CH2:29]Br, predict the reaction product. The product is: [Cl:25][C:26]1[CH:27]=[C:28]([CH:31]=[CH:32][CH:33]=1)[CH2:29][S:24][C:22]1[O:23][C:19]([C:16]2[CH:17]=[CH:18][C:13]3[O:12][CH:11]=[C:10]([C:7]4[CH:6]=[CH:5][C:4]([S:2]([CH3:1])=[O:3])=[CH:9][CH:8]=4)[C:14]=3[CH:15]=2)=[N:20][N:21]=1. (2) Given the reactants [Cl:1][C:2]1[N:3]=[C:4]2[NH:12][C@H:11]([C:13]([F:16])([F:15])[F:14])[CH2:10][CH2:9][N:5]2[C:6](=[O:8])[CH:7]=1.C(=O)([O-])[O-].[Cs+].[Cs+].Br[CH2:24][C:25](=[O:30])[C:26]([CH3:29])([CH3:28])[CH3:27], predict the reaction product. The product is: [Cl:1][C:2]1[N:3]=[C:4]2[N:12]([CH2:24][C:25](=[O:30])[C:26]([CH3:29])([CH3:28])[CH3:27])[C@H:11]([C:13]([F:14])([F:15])[F:16])[CH2:10][CH2:9][N:5]2[C:6](=[O:8])[CH:7]=1. (3) Given the reactants [CH2:1]([O:3][C:4](=[O:14])[CH2:5][NH:6][C:7]([O:9][C:10]([CH3:13])([CH3:12])[CH3:11])=[O:8])[CH3:2].[H-].[Na+].[CH2:17]([O:19][C:20]([C:22]1[C:26]([Cl:27])=[C:25]([Cl:28])[N:24]([CH2:29][CH2:30][CH:31]([CH3:33])[CH3:32])[C:23]=1[CH2:34]Br)=[O:21])[CH3:18], predict the reaction product. The product is: [CH2:17]([O:19][C:20]([C:22]1[C:26]([Cl:27])=[C:25]([Cl:28])[N:24]([CH2:29][CH2:30][CH:31]([CH3:33])[CH3:32])[C:23]=1[CH2:34][N:6]([C:7]([O:9][C:10]([CH3:13])([CH3:12])[CH3:11])=[O:8])[CH2:5][C:4]([O:3][CH2:1][CH3:2])=[O:14])=[O:21])[CH3:18]. (4) The product is: [NH2:8][C:9]1[N:14]=[C:13]([CH3:15])[N:12]=[C:11]([C:16]2[CH:23]=[C:20]([CH2:21][N:48]3[CH2:49][CH:46]([OH:45])[CH2:47]3)[CH:19]=[N:18][C:17]=2[NH:24][C:25]2[CH:26]=[N:27][C:28]([O:31][CH3:32])=[CH:29][CH:30]=2)[N:10]=1. Given the reactants COC1C=CC(C[N:8](CC2C=CC(OC)=CC=2)[C:9]2[N:14]=[C:13]([CH3:15])[N:12]=[C:11]([C:16]3[C:17]([NH:24][C:25]4[CH:26]=[N:27][C:28]([O:31][CH3:32])=[CH:29][CH:30]=4)=[N:18][CH:19]=[C:20]([CH:23]=3)[CH:21]=O)[N:10]=2)=CC=1.Cl.[OH:45][CH:46]1[CH2:49][NH:48][CH2:47]1, predict the reaction product. (5) Given the reactants [CH2:1]([O:4][C@@:5]([CH3:10])([CH:8]=[CH2:9])[CH2:6][OH:7])[CH:2]=[CH2:3].CCN(C(C)C)C(C)C.[C:20](Cl)(=[O:27])[C:21]1[CH:26]=[CH:25][CH:24]=[CH:23][CH:22]=1, predict the reaction product. The product is: [C:20]([O:7][CH2:6][C@:5]([O:4][CH2:1][CH:2]=[CH2:3])([CH3:10])[CH:8]=[CH2:9])(=[O:27])[C:21]1[CH:26]=[CH:25][CH:24]=[CH:23][CH:22]=1. (6) The product is: [C:1]([CH:3]1[CH2:4][N:5]([C:7](=[O:43])[C@H:8]([NH:10][C:11]([C:13]2[C:21]3[C:16](=[N:17][CH:18]=[C:19]([C:22]4[C:30]5[C:25](=[CH:26][C:27]([Cl:31])=[CH:28][CH:29]=5)[N:24]([CH2:32][CH2:33][CH3:34])[N:23]=4)[N:20]=3)[NH:15][CH:14]=2)=[O:12])[CH3:9])[CH2:6]1)#[N:2]. Given the reactants [C:1]([CH:3]1[CH2:6][N:5]([C:7](=[O:43])[C@H:8]([NH:10][C:11]([C:13]2[C:21]3[C:16](=[N:17][CH:18]=[C:19]([C:22]4[C:30]5[C:25](=[CH:26][C:27]([Cl:31])=[CH:28][CH:29]=5)[N:24]([CH2:32][CH2:33][CH3:34])[N:23]=4)[N:20]=3)[N:15](COCC[Si](C)(C)C)[CH:14]=2)=[O:12])[CH3:9])[CH2:4]1)#[N:2].C(O)(C(F)(F)F)=O, predict the reaction product.